From a dataset of Ames mutagenicity test results for genotoxicity prediction. Regression/Classification. Given a drug SMILES string, predict its toxicity properties. Task type varies by dataset: regression for continuous values (e.g., LD50, hERG inhibition percentage) or binary classification for toxic/non-toxic outcomes (e.g., AMES mutagenicity, cardiotoxicity, hepatotoxicity). Dataset: ames. The compound is Nc1nc2ccccc2[nH]1. The result is 0 (non-mutagenic).